From a dataset of Full USPTO retrosynthesis dataset with 1.9M reactions from patents (1976-2016). Predict the reactants needed to synthesize the given product. (1) Given the product [F:38][C:36]([F:39])([F:37])[C:32]1[CH:31]=[C:30]([NH:29][C:27]([N:26]2[C:21]3[CH:22]=[CH:23][CH:24]=[CH:25][C:20]=3[NH:19][C:3]2=[O:4])=[S:28])[CH:35]=[CH:34][CH:33]=1, predict the reactants needed to synthesize it. The reactants are: C1C(=O)N(OC(ON2C(=O)CCC2=O)=O)[C:3](=[O:4])C1.[NH2:19][C:20]1[CH:25]=[CH:24][CH:23]=[CH:22][C:21]=1[NH:26][C:27]([NH:29][C:30]1[CH:35]=[CH:34][CH:33]=[C:32]([C:36]([F:39])([F:38])[F:37])[CH:31]=1)=[S:28]. (2) Given the product [Cl:1][C:2]1[CH:3]=[C:4]([CH:24]([OH:26])[CH3:25])[C:5]([C:17]2[CH:22]=[CH:21][CH:20]=[C:19]([F:23])[CH:18]=2)=[C:6]2[C:7]=1[CH:8]=[CH:9][N:11]=[N:10]2, predict the reactants needed to synthesize it. The reactants are: [Cl:1][C:2]1[C:7]([C:8]#[CH:9])=[C:6](/[N:10]=[N:11]/N(CC)CC)[C:5]([C:17]2[CH:22]=[CH:21][CH:20]=[C:19]([F:23])[CH:18]=2)=[C:4]([CH:24]([OH:26])[CH3:25])[CH:3]=1. (3) Given the product [CH2:33]([CH:30]([CH2:31][CH3:32])[CH2:29][O:28][C:16]1[CH:15]=[C:14]([S:13][C:10]2[CH:11]=[CH:12][C:7]([O:6][CH2:5][C:4]([OH:36])=[O:3])=[C:8]([CH3:35])[CH:9]=2)[CH:19]=[C:18]([C:20]#[C:21][C:22]2[CH:23]=[CH:24][CH:25]=[CH:26][CH:27]=2)[CH:17]=1)[CH3:34], predict the reactants needed to synthesize it. The reactants are: C([O:3][C:4](=[O:36])[CH2:5][O:6][C:7]1[CH:12]=[CH:11][C:10]([S:13][C:14]2[CH:19]=[C:18]([C:20]#[C:21][C:22]3[CH:27]=[CH:26][CH:25]=[CH:24][CH:23]=3)[CH:17]=[C:16]([O:28][CH2:29][CH:30]([CH2:33][CH3:34])[CH2:31][CH3:32])[CH:15]=2)=[CH:9][C:8]=1[CH3:35])C.[OH-].[Na+].Cl. (4) Given the product [CH3:12][C:11]1([CH3:13])[C:4]2[C:3](=[C:2]([Br:1])[CH:7]=[CH:6][CH:5]=2)[S:8][CH2:9][CH2:10]1, predict the reactants needed to synthesize it. The reactants are: [Br:1][C:2]1[CH:7]=[CH:6][CH:5]=[CH:4][C:3]=1[S:8][CH2:9][CH:10]=[C:11]([CH3:13])[CH3:12].C1(C)C=CC(S(O)(=O)=O)=CC=1. (5) The reactants are: C([N:4]1[C:12]2[C:7](=[CH:8][C:9]([N+:13]([O-:15])=[O:14])=[CH:10][CH:11]=2)[C:6](=[C:16](OCC)[C:17]2[CH:22]=[CH:21][CH:20]=[CH:19][CH:18]=2)[C:5]1=[O:26])(=O)C.[C:27]([N:30]([C:32]1[CH:38]=[CH:37][C:35]([NH2:36])=[CH:34][CH:33]=1)[CH3:31])(=[O:29])[CH3:28].[OH-].[Na+]. Given the product [C:27]([N:30]([C:32]1[CH:38]=[CH:37][C:35]([NH:36]/[C:16](=[C:6]2\[C:5](=[O:26])[NH:4][C:12]3[C:7]\2=[CH:8][C:9]([N+:13]([O-:15])=[O:14])=[CH:10][CH:11]=3)/[C:17]2[CH:18]=[CH:19][CH:20]=[CH:21][CH:22]=2)=[CH:34][CH:33]=1)[CH3:31])(=[O:29])[CH3:28], predict the reactants needed to synthesize it. (6) Given the product [CH:23]1([CH:2]([NH:1][S:40]([C:37]2[CH:38]=[CH:39][C:34]([F:33])=[CH:35][CH:36]=2)(=[O:42])=[O:41])[C:3]([NH:5][CH2:6][C:7]2[CH:8]=[C:9]([C:13]3[CH:18]=[CH:17][C:16]([C:19]([F:20])([F:21])[F:22])=[CH:15][CH:14]=3)[CH:10]=[CH:11][CH:12]=2)=[O:4])[CH2:24][CH2:25]1, predict the reactants needed to synthesize it. The reactants are: [NH2:1][CH:2]([CH:23]1[CH2:25][CH2:24]1)[C:3]([NH:5][CH2:6][C:7]1[CH:8]=[C:9]([C:13]2[CH:18]=[CH:17][C:16]([C:19]([F:22])([F:21])[F:20])=[CH:15][CH:14]=2)[CH:10]=[CH:11][CH:12]=1)=[O:4].C(N(CC)CC)C.[F:33][C:34]1[CH:39]=[CH:38][C:37]([S:40](Cl)(=[O:42])=[O:41])=[CH:36][CH:35]=1.C(OCC)(=O)C. (7) Given the product [O:7]=[C:4]1[CH:5]=[CH:6][C:2](=[O:1])[N:3]1[CH2:8][CH2:9][CH2:10][CH2:11][C:12]([N:56]([CH3:55])[C:57]([CH3:105])([C:59]([NH:61][C@H:62]([C:66]([N:68]([C@@H:70]([C@@H:101]([CH3:104])[CH2:102][CH3:103])[C@H:71]([O:99][CH3:100])[CH2:72][C:73]([N:75]1[CH2:79][CH2:78][CH2:77][C@H:76]1[C@H:80]([O:97][CH3:98])[C@@H:81]([CH3:96])[C:82]([NH:84][C@H:85]([C:93]([OH:95])=[O:94])[CH2:86][C:87]1[CH:92]=[CH:91][CH:90]=[CH:89][CH:88]=1)=[O:83])=[O:74])[CH3:69])=[O:67])[CH:63]([CH3:64])[CH3:65])=[O:60])[CH3:58])=[O:14], predict the reactants needed to synthesize it. The reactants are: [O:1]=[C:2]1[CH:6]=[CH:5][C:4](=[O:7])[N:3]1[CH2:8][CH2:9][CH2:10][CH2:11][C:12]([OH:14])=O.CN(C(ON1N=NC2C=CC=NC1=2)=[N+](C)C)C.F[P-](F)(F)(F)(F)F.CCN(C(C)C)C(C)C.FC(F)(F)C(O)=O.[CH3:55][NH:56][C:57]([CH3:105])([C:59]([NH:61][C@H:62]([C:66]([N:68]([C@@H:70]([C@@H:101]([CH3:104])[CH2:102][CH3:103])[C@H:71]([O:99][CH3:100])[CH2:72][C:73]([N:75]1[CH2:79][CH2:78][CH2:77][C@H:76]1[C@H:80]([O:97][CH3:98])[C@@H:81]([CH3:96])[C:82]([NH:84][C@H:85]([C:93]([OH:95])=[O:94])[CH2:86][C:87]1[CH:92]=[CH:91][CH:90]=[CH:89][CH:88]=1)=[O:83])=[O:74])[CH3:69])=[O:67])[CH:63]([CH3:65])[CH3:64])=[O:60])[CH3:58]. (8) Given the product [C:1]([CH2:4][CH2:5][C:6]1[C:18]([CH2:19][CH2:20][CH2:21][CH2:22][CH2:23][CH2:24][O:25][C:26]2[CH:31]=[C:30]([C:38]3[CH:39]=[N:34][CH:35]=[N:36][CH:37]=3)[CH:29]=[C:28]([C:38]3[CH:39]=[N:34][CH:35]=[N:36][CH:37]=3)[CH:27]=2)=[CH:17][CH:16]=[CH:15][C:7]=1[O:8][CH2:9][CH2:10][CH2:11][C:12]([OH:14])=[O:13])([OH:3])=[O:2], predict the reactants needed to synthesize it. The reactants are: [C:1]([CH2:4][CH2:5][C:6]1[C:18]([CH2:19][CH2:20][CH2:21][CH2:22][CH2:23][CH2:24][O:25][C:26]2[CH:31]=[C:30](Br)[CH:29]=[C:28](Br)[CH:27]=2)=[CH:17][CH:16]=[CH:15][C:7]=1[O:8][CH2:9][CH2:10][CH2:11][C:12]([OH:14])=[O:13])([OH:3])=[O:2].[N:34]1[CH:39]=[C:38](B(O)O)[CH:37]=[N:36][CH:35]=1.C(=O)([O-])[O-].[K+].[K+].